Predict the reactants needed to synthesize the given product. From a dataset of Full USPTO retrosynthesis dataset with 1.9M reactions from patents (1976-2016). Given the product [CH2:45]([O:52][NH:53][C:19](=[O:21])[CH2:18][C@H:17]([C:22]1[O:23][CH:24]=[C:25]([C:27]([O:29][CH2:30][CH3:31])=[O:28])[N:26]=1)[CH2:16][CH2:15][CH2:14][CH:8]1[CH2:9][CH2:10][CH2:11][CH2:12][CH2:13]1)[C:46]1[CH:51]=[CH:50][CH:49]=[CH:48][CH:47]=1, predict the reactants needed to synthesize it. The reactants are: FC(F)(F)C(O)=O.[CH:8]1([CH2:14][CH2:15][CH2:16][C@@H:17]([C:22]2[O:23][CH:24]=[C:25]([C:27]([O:29][CH2:30][CH3:31])=[O:28])[N:26]=2)[CH2:18][C:19]([OH:21])=O)[CH2:13][CH2:12][CH2:11][CH2:10][CH2:9]1.C(N1C=CN=C1)(N1C=CN=C1)=O.Cl.[CH2:45]([O:52][NH2:53])[C:46]1[CH:51]=[CH:50][CH:49]=[CH:48][CH:47]=1.C(N(CC)C(C)C)(C)C.